Task: Predict which catalyst facilitates the given reaction.. Dataset: Catalyst prediction with 721,799 reactions and 888 catalyst types from USPTO (1) Reactant: [OH:1][CH:2]1[C:6]2([CH2:8][CH2:7]2)[CH2:5][NH:4][CH2:3]1.Br[CH2:10][CH2:11][CH2:12][OH:13].CCN(CC)CC. Product: [OH:1][CH:2]1[C:6]2([CH2:8][CH2:7]2)[CH2:5][N:4]([CH2:10][CH2:11][CH2:12][OH:13])[CH2:3]1. The catalyst class is: 1. (2) Reactant: [CH2:1]([NH2:8])[C:2]1[CH:7]=[CH:6][CH:5]=[CH:4][CH:3]=1.[F:9][C:10]1[CH:11]=[CH:12][C:13]([O:27][CH3:28])=[C:14]([C:16]([CH3:26])([CH3:25])[CH2:17][C:18]2([C:21]([F:24])([F:23])[F:22])[CH2:20][O:19]2)[CH:15]=1. Product: [F:24][C:21]([F:22])([F:23])[C:18]([CH2:20][NH:8][CH2:1][C:2]1[CH:7]=[CH:6][CH:5]=[CH:4][CH:3]=1)([OH:19])[CH2:17][C:16]([C:14]1[CH:15]=[C:10]([F:9])[CH:11]=[CH:12][C:13]=1[O:27][CH3:28])([CH3:26])[CH3:25]. The catalyst class is: 8. (3) Reactant: [Cl:1][C:2]1[CH:13]=[CH:12][C:11]([CH2:14][NH:15][C@@H:16]([C:18]2[CH:23]=[CH:22][CH:21]=[C:20]([Cl:24])[CH:19]=2)[CH3:17])=[CH:10][C:3]=1[O:4][CH2:5][C:6]([O:8]C)=[O:7].C[Si](C)(C)[O-].[K+]. Product: [Cl:1][C:2]1[CH:13]=[CH:12][C:11]([CH2:14][NH:15][C@@H:16]([C:18]2[CH:23]=[CH:22][CH:21]=[C:20]([Cl:24])[CH:19]=2)[CH3:17])=[CH:10][C:3]=1[O:4][CH2:5][C:6]([OH:8])=[O:7]. The catalyst class is: 1. (4) The catalyst class is: 5. Product: [F:30][C:25]1[CH:26]=[C:27]2[C:22](=[CH:23][CH:24]=1)[C:21]1[CH:20]=[CH:19][CH:18]=[CH:17][C:16]=1[N:15]([S:12]([C:9]1[CH:8]=[CH:7][C:6]([OH:5])=[CH:11][CH:10]=1)(=[O:14])=[O:13])[C@@H:28]2[CH3:29]. Reactant: C(=O)([O:5][C:6]1[CH:11]=[CH:10][C:9]([S:12]([N:15]2[C@H:28]([CH3:29])[C:27]3[C:22](=[CH:23][CH:24]=[C:25]([F:30])[CH:26]=3)[C:21]3[CH:20]=[CH:19][CH:18]=[CH:17][C:16]2=3)(=[O:14])=[O:13])=[CH:8][CH:7]=1)OCC.[OH-].[Na+].